Dataset: TCR-epitope binding with 47,182 pairs between 192 epitopes and 23,139 TCRs. Task: Binary Classification. Given a T-cell receptor sequence (or CDR3 region) and an epitope sequence, predict whether binding occurs between them. (1) The epitope is FLASKIGRLV. The TCR CDR3 sequence is CASRVSGSLSYNEQFF. Result: 1 (the TCR binds to the epitope). (2) The epitope is LLLGIGILV. The TCR CDR3 sequence is CASSEGPMNTEAFF. Result: 1 (the TCR binds to the epitope). (3) The epitope is SEETGTLIV. The TCR CDR3 sequence is CASGRRYNEQFF. Result: 0 (the TCR does not bind to the epitope). (4) The epitope is ILHCANFNV. The TCR CDR3 sequence is CASSYGSQGSGTEAFF. Result: 0 (the TCR does not bind to the epitope). (5) The epitope is IPSINVHHY. The TCR CDR3 sequence is CASSYTMGAGAEQYF. Result: 0 (the TCR does not bind to the epitope). (6) The epitope is ELAGIGILTV. The TCR CDR3 sequence is CASSAGTGGGETQYF. Result: 1 (the TCR binds to the epitope).